Dataset: Full USPTO retrosynthesis dataset with 1.9M reactions from patents (1976-2016). Task: Predict the reactants needed to synthesize the given product. (1) Given the product [NH2:13][CH:5]1[CH:4]2[CH2:3][C:2]3([OH:1])[CH2:9][C:8]([OH:11])([CH2:7][CH:6]1[CH2:12]3)[CH2:10]2, predict the reactants needed to synthesize it. The reactants are: [OH:1][C:2]12[CH2:12][CH:6]3[CH2:7][C:8]([OH:11])([CH2:10][CH:4]([CH:5]3[NH:13]C(=O)C)[CH2:3]1)[CH2:9]2.Cl. (2) Given the product [CH3:35][C:32]([NH:31][C:12]1[N:13]=[C:8]([C:5]2[CH:6]=[CH:7][C:2]([F:1])=[CH:3][C:4]=2[CH3:30])[C:9]2[CH:21]=[CH:20][C:19](=[O:22])[N:18]([C:23]3[CH:28]=[CH:27][CH:26]=[CH:25][C:24]=3[F:29])[C:10]=2[N:11]=1)([CH3:36])[CH2:33][OH:34], predict the reactants needed to synthesize it. The reactants are: [F:1][C:2]1[CH:7]=[CH:6][C:5]([C:8]2[C:9]3[CH:21]=[CH:20][C:19](=[O:22])[N:18]([C:23]4[CH:28]=[CH:27][CH:26]=[CH:25][C:24]=4[F:29])[C:10]=3[N:11]=[C:12](S(C)(=O)=O)[N:13]=2)=[C:4]([CH3:30])[CH:3]=1.[NH2:31][C:32]([CH3:36])([CH3:35])[CH2:33][OH:34]. (3) Given the product [CH3:27][C:28]1([CH3:44])[C:32]([CH3:34])([CH3:33])[O:31][B:30]([C:7]2[CH:24]=[CH:23][C:10]3[CH2:11][CH2:12][N:13]([C:16]([O:18][C:19]([CH3:22])([CH3:21])[CH3:20])=[O:17])[CH2:14][CH2:15][C:9]=3[CH:8]=2)[O:29]1, predict the reactants needed to synthesize it. The reactants are: FC(F)(F)S(O[C:7]1[CH:24]=[CH:23][C:10]2[CH2:11][CH2:12][N:13]([C:16]([O:18][C:19]([CH3:22])([CH3:21])[CH3:20])=[O:17])[CH2:14][CH2:15][C:9]=2[CH:8]=1)(=O)=O.[CH3:27][C:28]1([CH3:44])[C:32]([CH3:34])([CH3:33])[O:31][B:30]([B:30]2[O:31][C:32]([CH3:34])([CH3:33])[C:28]([CH3:44])([CH3:27])[O:29]2)[O:29]1.C([O-])(=O)C.[K+].C(Cl)Cl. (4) The reactants are: Cl.C(N=C=NCCCN(C)C)C.[O:13]=[C:14]1[N:19]([C:20]2[CH:25]=[CH:24][C:23]([O:26][CH2:27][C:28]([F:31])([F:30])[F:29])=[CH:22][CH:21]=2)[C:18]([S:32][CH2:33][CH2:34][CH2:35][C:36](O)=[O:37])=[N:17][C:16]2[CH:39]=[CH:40][NH:41][C:15]1=2.[NH:42]1[CH2:47][CH2:46][CH:45]([OH:48])[CH2:44][CH2:43]1.ON1C2C=CC=CC=2N=N1. Given the product [OH:48][CH:45]1[CH2:46][CH2:47][N:42]([C:36](=[O:37])[CH2:35][CH2:34][CH2:33][S:32][C:18]2[N:19]([C:20]3[CH:21]=[CH:22][C:23]([O:26][CH2:27][C:28]([F:31])([F:29])[F:30])=[CH:24][CH:25]=3)[C:14](=[O:13])[C:15]3[NH:41][CH:40]=[CH:39][C:16]=3[N:17]=2)[CH2:43][CH2:44]1, predict the reactants needed to synthesize it. (5) Given the product [ClH:12].[F:11][C:2]([F:1])([F:10])[CH:3]1[NH:4][C:5]([NH2:9])=[N:6][CH2:7][CH2:8]1, predict the reactants needed to synthesize it. The reactants are: [F:1][C:2]([F:11])([F:10])[C:3]1[CH:8]=[CH:7][N:6]=[C:5]([NH2:9])[N:4]=1.[ClH:12].[H][H]. (6) Given the product [Br:1][C:2]1[CH:7]=[CH:6][C:5]([C:8]([CH3:12])([CH3:9])[C:20]#[N:18])=[CH:4][C:3]=1[CH3:11], predict the reactants needed to synthesize it. The reactants are: [Br:1][C:2]1[CH:7]=[CH:6][C:5]([CH2:8][C:9]#N)=[CH:4][C:3]=1[CH3:11].[CH3:12]I.[H-].[Na+].O.C[N:18]([CH:20]=O)C. (7) Given the product [OH:30][CH:29]=[C:10]1[C:9]2[C:4](=[CH:5][C:6]([C:11]([C:13]3[CH:14]=[C:15]([NH:19][C:20]([C:22]4[CH:23]=[N:24][N:25]([CH3:28])[C:26]=4[CH3:27])=[O:21])[CH:16]=[CH:17][CH:18]=3)=[O:12])=[CH:7][CH:8]=2)[NH:3][C:2]1=[O:1], predict the reactants needed to synthesize it. The reactants are: [O:1]=[C:2]1[CH2:10][C:9]2[C:4](=[CH:5][C:6]([C:11]([C:13]3[CH:14]=[C:15]([NH:19][C:20]([C:22]4[CH:23]=[N:24][N:25]([CH3:28])[C:26]=4[CH3:27])=[O:21])[CH:16]=[CH:17][CH:18]=3)=[O:12])=[CH:7][CH:8]=2)[NH:3]1.[CH:29](OCC)=[O:30].[O-]CC.[Na+].Cl. (8) Given the product [C:1]([C:3](=[CH:43][C:42]([N:41]([CH3:47])[CH3:40])([CH3:46])[CH3:45])[C:4]([N:6]1[CH2:11][CH2:10][CH2:9][CH:8]([N:12]2[C:16]3[CH:17]=[CH:18][CH:19]=[CH:20][C:15]=3[N:14]=[C:13]2[NH:21][C:22]([C:24]2[S:25][C:26]([C:29]3[CH:30]=[N:31][NH:32][CH:33]=3)=[CH:27][CH:28]=2)=[O:23])[CH2:7]1)=[O:5])#[N:2], predict the reactants needed to synthesize it. The reactants are: [C:1]([CH2:3][C:4]([N:6]1[CH2:11][CH2:10][CH2:9][CH:8]([N:12]2[C:16]3[CH:17]=[CH:18][CH:19]=[CH:20][C:15]=3[N:14]=[C:13]2[NH:21][C:22]([C:24]2[S:25][C:26]([C:29]3[CH:30]=[N:31][NH:32][CH:33]=3)=[CH:27][CH:28]=2)=[O:23])[CH2:7]1)=[O:5])#[N:2].N1CCCCC1.[CH3:40][N:41]([CH3:47])[C:42]([CH3:46])([CH3:45])[CH:43]=O. (9) The reactants are: S(Cl)([Cl:4])(=O)=O.[CH3:6][NH:7][C:8]([N:10]1[C:14]([CH3:15])=[CH:13][C:12]([O:16][C:17]2[CH:22]=[CH:21][C:20]([N+:23]([O-:25])=[O:24])=[CH:19][C:18]=2[C:26]([F:29])([F:28])[F:27])=[N:11]1)=[O:9]. Given the product [CH3:6][NH:7][C:8]([N:10]1[C:14]([CH3:15])=[C:13]([Cl:4])[C:12]([O:16][C:17]2[CH:22]=[CH:21][C:20]([N+:23]([O-:25])=[O:24])=[CH:19][C:18]=2[C:26]([F:29])([F:28])[F:27])=[N:11]1)=[O:9], predict the reactants needed to synthesize it. (10) Given the product [NH2:19][CH:20]1[CH2:24][CH2:23][N:22]([C:2]2[C:7]([O:8][CH2:9][CH2:10][O:11][C:12]3[CH:17]=[CH:16][C:15]([Cl:18])=[CH:14][CH:13]=3)=[N:6][CH:5]=[CH:4][N:3]=2)[CH2:21]1, predict the reactants needed to synthesize it. The reactants are: Cl[C:2]1[C:7]([O:8][CH2:9][CH2:10][O:11][C:12]2[CH:17]=[CH:16][C:15]([Cl:18])=[CH:14][CH:13]=2)=[N:6][CH:5]=[CH:4][N:3]=1.[NH2:19][CH:20]1[CH2:24][CH2:23][NH:22][CH2:21]1.